From a dataset of Forward reaction prediction with 1.9M reactions from USPTO patents (1976-2016). Predict the product of the given reaction. (1) Given the reactants [F:1][C:2]1[CH:7]=[CH:6][C:5]([CH:8]([C:10]2[N:19]=[C:18]([NH:20][C:21]3[CH:25]=[C:24]([CH3:26])[NH:23][N:22]=3)[C:17]3[C:12](=[CH:13][CH:14]=[CH:15][CH:16]=3)[N:11]=2)[OH:9])=[CH:4][CH:3]=1.[BrH:27], predict the reaction product. The product is: [BrH:27].[F:1][C:2]1[CH:7]=[CH:6][C:5]([CH:8]([C:10]2[N:19]=[C:18]([NH:20][C:21]3[CH:25]=[C:24]([CH3:26])[NH:23][N:22]=3)[C:17]3[C:12](=[CH:13][CH:14]=[CH:15][CH:16]=3)[N:11]=2)[OH:9])=[CH:4][CH:3]=1. (2) Given the reactants [ClH:1].[F:2][C:3]([F:30])([F:29])[C:4]1[CH:5]=[C:6]([C@H:14]([O:16][C@H:17]2[CH2:22][CH2:21][NH:20][CH2:19][C@H:18]2[C:23]2[CH:28]=[CH:27][CH:26]=[CH:25][CH:24]=2)[CH3:15])[CH:7]=[C:8]([C:10]([F:13])([F:12])[F:11])[CH:9]=1.C(OC([N:38]1[CH2:43][CH2:42][CH:41]([C:44](O)=[O:45])[CH2:40][CH2:39]1)=O)(C)(C)C.CCN=C=NCCCN(C)C.Cl.C1C=CC2N(O)N=NC=2C=1.CCN(C(C)C)C(C)C, predict the reaction product. The product is: [ClH:1].[F:12][C:10]([F:13])([F:11])[C:8]1[CH:7]=[C:6]([C@H:14]([O:16][C@H:17]2[CH2:22][CH2:21][N:20]([C:44]([CH:41]3[CH2:42][CH2:43][NH:38][CH2:39][CH2:40]3)=[O:45])[CH2:19][C@H:18]2[C:23]2[CH:28]=[CH:27][CH:26]=[CH:25][CH:24]=2)[CH3:15])[CH:5]=[C:4]([C:3]([F:29])([F:2])[F:30])[CH:9]=1. (3) Given the reactants [Cl:1][C:2]1[C:3]([F:42])=[C:4]([C@@H:8]2[C@:12]([C:15]3[CH:20]=[CH:19][C:18]([Cl:21])=[CH:17][C:16]=3[F:22])([C:13]#[N:14])[C@H:11]([CH2:23][C:24]([CH3:27])([CH3:26])[CH3:25])[NH:10][C@H:9]2[C:28]([NH:30][C:31]2[CH:39]=[CH:38][C:34]([C:35]([OH:37])=[O:36])=[CH:33][C:32]=2[O:40][CH3:41])=[O:29])[CH:5]=[CH:6][CH:7]=1.O[CH2:44][CH2:45][C:46]([O:48][C:49]([CH3:52])([CH3:51])[CH3:50])=[O:47], predict the reaction product. The product is: [C:49]([O:48][C:46]([CH2:45][CH2:44][O:36][C:35](=[O:37])[C:34]1[CH:38]=[CH:39][C:31]([NH:30][C:28]([C@H:9]2[C@H:8]([C:4]3[CH:5]=[CH:6][CH:7]=[C:2]([Cl:1])[C:3]=3[F:42])[C@:12]([C:15]3[CH:20]=[CH:19][C:18]([Cl:21])=[CH:17][C:16]=3[F:22])([C:13]#[N:14])[C@H:11]([CH2:23][C:24]([CH3:26])([CH3:27])[CH3:25])[NH:10]2)=[O:29])=[C:32]([O:40][CH3:41])[CH:33]=1)=[O:47])([CH3:52])([CH3:51])[CH3:50]. (4) Given the reactants [CH:1]([Mg]Br)=[CH2:2].[CH:5]1[C:14]2[C:9](=[CH:10][CH:11]=[CH:12][CH:13]=2)[CH:8]=[CH:7][C:6]=1[CH:15]=[O:16].Cl, predict the reaction product. The product is: [CH:5]1[C:14]2[C:9](=[CH:10][CH:11]=[CH:12][CH:13]=2)[CH:8]=[CH:7][C:6]=1[CH:15]([OH:16])[CH:1]=[CH2:2]. (5) Given the reactants [Cl:1][C:2]1[CH:19]=[CH:18][C:17]([C@H:20]2[C@H:25]([OH:26])[C@@H:24]([OH:27])[C@H:23]([OH:28])[C@@H:22]([CH2:29][OH:30])[O:21]2)=[CH:16][C:3]=1[CH2:4][C:5]1[CH:6]=[C:7]2[C:12](=[CH:13][CH:14]=1)[O:11][CH2:10][CH2:9][C:8]2=[O:15].[BH4-].[Na+], predict the reaction product. The product is: [Cl:1][C:2]1[CH:19]=[CH:18][C:17]([C@H:20]2[C@H:25]([OH:26])[C@@H:24]([OH:27])[C@H:23]([OH:28])[C@@H:22]([CH2:29][OH:30])[O:21]2)=[CH:16][C:3]=1[CH2:4][C:5]1[CH:6]=[C:7]2[C:12](=[CH:13][CH:14]=1)[O:11][CH2:10][CH2:9][CH:8]2[OH:15].